From a dataset of Catalyst prediction with 721,799 reactions and 888 catalyst types from USPTO. Predict which catalyst facilitates the given reaction. Reactant: CC([Si](C1C=CC=CC=1)(C1C=CC=CC=1)[O:6][CH2:7][C@@H:8]1[CH2:14][C@H:13]2[C@H:11]([CH2:12]2)[CH2:10][N:9]1[C:15]([O:17][CH2:18][C:19]1[CH:24]=[CH:23][CH:22]=[CH:21][CH:20]=1)=[O:16])(C)C.C1C=CN=CC=1.F.O.CCOC(C)=O. Product: [OH:6][CH2:7][C@@H:8]1[CH2:14][C@H:13]2[C@H:11]([CH2:12]2)[CH2:10][N:9]1[C:15]([O:17][CH2:18][C:19]1[CH:20]=[CH:21][CH:22]=[CH:23][CH:24]=1)=[O:16]. The catalyst class is: 17.